This data is from Catalyst prediction with 721,799 reactions and 888 catalyst types from USPTO. The task is: Predict which catalyst facilitates the given reaction. (1) Reactant: Br[C:2]1[CH:7]=[CH:6][C:5]([Br:8])=[CH:4][CH:3]=1.[C:9]1(B(O)O)[C:22]2[C:23]3=[C:24]4[C:19](=[CH:20][CH:21]=2)[CH:18]=[CH:17][CH:16]=[C:15]4[CH:14]=[CH:13][C:12]3=[CH:11][CH:10]=1.C([O-])([O-])=O.[Na+].[Na+].CCO. Product: [Br:8][C:5]1[CH:6]=[CH:7][C:2]([C:16]2[C:15]3[C:24]4=[C:23]5[C:12](=[CH:13][CH:14]=3)[CH:11]=[CH:10][CH:9]=[C:22]5[CH:21]=[CH:20][C:19]4=[CH:18][CH:17]=2)=[CH:3][CH:4]=1. The catalyst class is: 11. (2) Reactant: [F:1][C:2]1[CH:7]=[CH:6][C:5]([O:8][CH3:9])=[CH:4][C:3]=1[C:10]1[CH:15]=[CH:14][C:13]([C:16]([O:18][CH3:19])=[O:17])=[CH:12][C:11]=1[CH2:20][OH:21].[H-].[Na+].[CH2:24](I)[CH3:25]. Product: [CH2:24]([O:21][CH2:20][C:11]1[CH:12]=[C:13]([C:16]([O:18][CH3:19])=[O:17])[CH:14]=[CH:15][C:10]=1[C:3]1[CH:4]=[C:5]([O:8][CH3:9])[CH:6]=[CH:7][C:2]=1[F:1])[CH3:25]. The catalyst class is: 31. (3) Reactant: [F:1][C:2]1[N:7]=[CH:6][C:5]([C:8]2[N:17]=[C:16]3[C:11]([CH:12]=[C:13]([C:22]([O:24]CC)=[O:23])[C:14]([C:18]([F:21])([F:20])[F:19])=[N:15]3)=[CH:10][CH:9]=2)=[CH:4][CH:3]=1.O.O.[OH-].[Li+].Cl. Product: [F:1][C:2]1[N:7]=[CH:6][C:5]([C:8]2[N:17]=[C:16]3[C:11]([CH:12]=[C:13]([C:22]([OH:24])=[O:23])[C:14]([C:18]([F:21])([F:19])[F:20])=[N:15]3)=[CH:10][CH:9]=2)=[CH:4][CH:3]=1. The catalyst class is: 41. (4) Reactant: [C:1]1([S:7]([N:10]2[C:14]3=[N:15][CH:16]=[C:17]([F:19])[CH:18]=[C:13]3[CH:12]=[CH:11]2)(=[O:9])=[O:8])[CH:6]=[CH:5][CH:4]=[CH:3][CH:2]=1.C([Li])CCC.CCCCCC.[CH3:31][CH:32]([CH3:36])[CH2:33][CH:34]=[O:35]. Product: [C:1]1([S:7]([N:10]2[C:14]3=[N:15][CH:16]=[C:17]([F:19])[CH:18]=[C:13]3[CH:12]=[C:11]2[CH:34]([OH:35])[CH2:33][CH:32]([CH3:36])[CH3:31])(=[O:9])=[O:8])[CH:6]=[CH:5][CH:4]=[CH:3][CH:2]=1. The catalyst class is: 7. (5) Reactant: [N:1]1[C:6]2[NH:7][C:8]3[CH2:13][CH2:12][NH:11][CH2:10][C:9]=3[C:5]=2[C:4]([NH:14][C:15]2[CH:20]=[CH:19][C:18]([NH:21][C:22](=[O:29])[C:23]3[CH:28]=[CH:27][CH:26]=[CH:25][CH:24]=3)=[CH:17][CH:16]=2)=[CH:3][CH:2]=1.[Cl:30][C:31]1[CH:32]=[C:33]([CH:37]=[CH:38][CH:39]=1)[C:34](Cl)=[O:35].C(N(CC)CC)C. Product: [Cl:30][C:31]1[CH:32]=[C:33]([CH:37]=[CH:38][CH:39]=1)[C:34]([N:11]1[CH2:12][CH2:13][C:8]2[NH:7][C:6]3[N:1]=[CH:2][CH:3]=[C:4]([NH:14][C:15]4[CH:16]=[CH:17][C:18]([NH:21][C:22](=[O:29])[C:23]5[CH:24]=[CH:25][CH:26]=[CH:27][CH:28]=5)=[CH:19][CH:20]=4)[C:5]=3[C:9]=2[CH2:10]1)=[O:35]. The catalyst class is: 26. (6) Reactant: [Br:1][C:2]1[S:3][C:4]([Br:18])=[C:5]([C:12]2[CH:17]=[CH:16][CH:15]=[CH:14][CH:13]=2)[C:6]=1[C:7]([O:9]CC)=[O:8].[OH-].[K+]. Product: [Br:1][C:2]1[S:3][C:4]([Br:18])=[C:5]([C:12]2[CH:17]=[CH:16][CH:15]=[CH:14][CH:13]=2)[C:6]=1[C:7]([OH:9])=[O:8]. The catalyst class is: 40.